From a dataset of Forward reaction prediction with 1.9M reactions from USPTO patents (1976-2016). Predict the product of the given reaction. (1) Given the reactants CN(C(ON1N=NC2C=CC=NC1=2)=[N+](C)C)C.F[P-](F)(F)(F)(F)F.[CH3:25][C:26]1[CH:27]=[C:28]([N:32]2[CH2:37][CH2:36][NH:35][CH2:34][CH:33]2[CH3:38])[CH:29]=[CH:30][CH:31]=1.[Cl:39][C:40]1[C:41]([C:50]([F:53])([F:52])[F:51])=[N:42][N:43]([CH2:46][C:47](O)=[O:48])[C:44]=1[CH3:45], predict the reaction product. The product is: [Cl:39][C:40]1[C:41]([C:50]([F:52])([F:51])[F:53])=[N:42][N:43]([CH2:46][C:47]([N:35]2[CH2:36][CH2:37][N:32]([C:28]3[CH:27]=[C:26]([CH3:25])[CH:31]=[CH:30][CH:29]=3)[CH:33]([CH3:38])[CH2:34]2)=[O:48])[C:44]=1[CH3:45]. (2) Given the reactants [CH2:1]([C:5]1([CH2:34][CH2:35][CH2:36][CH3:37])[C:17]2[CH:16]=[C:15]([C:18]3[S:22][C:21]([CH:23]=O)=[CH:20][CH:19]=3)[CH:14]=[CH:13][C:12]=2[C:11]2[C:6]1=[CH:7][C:8]([N:25]([CH2:30][CH2:31][CH2:32][CH3:33])[CH2:26][CH2:27][CH2:28][CH3:29])=[CH:9][CH:10]=2)[CH2:2][CH2:3][CH3:4].[C:38]([CH2:40][C:41]([OH:43])=[O:42])#[N:39].N1CCCCC1, predict the reaction product. The product is: [C:38]([C:40](=[CH:23][C:21]1[S:22][C:18]([C:15]2[CH:14]=[CH:13][C:12]3[C:11]4[C:6](=[CH:7][C:8]([N:25]([CH2:26][CH2:27][CH2:28][CH3:29])[CH2:30][CH2:31][CH2:32][CH3:33])=[CH:9][CH:10]=4)[C:5]([CH2:1][CH2:2][CH2:3][CH3:4])([CH2:34][CH2:35][CH2:36][CH3:37])[C:17]=3[CH:16]=2)=[CH:19][CH:20]=1)[C:41]([OH:43])=[O:42])#[N:39]. (3) Given the reactants [C:1]1([CH:7]([C:32]2[CH:37]=[CH:36][CH:35]=[CH:34][CH:33]=2)[CH2:8][NH:9][C:10]2[N:18]=[C:17]([CH2:19][NH:20][C:21]([NH:23][CH2:24][CH2:25][N:26]3[CH2:31][CH2:30][CH2:29][CH2:28][CH2:27]3)=[O:22])[N:16]=[C:15]3[C:11]=2[N:12]=[CH:13][NH:14]3)[CH:6]=[CH:5][CH:4]=[CH:3][CH:2]=1.[C:38]([O:41][C@H:42]1[C@@H:46]([O:47][C:48](=[O:50])[CH3:49])[CH:45](OC(=O)C)[O:44][C@@H:43]1[C:55]1[N:56]=[N:57][N:58]([CH2:60][CH3:61])[N:59]=1)(=[O:40])[CH3:39], predict the reaction product. The product is: [C:48]([O:47][C@@H:46]1[C@H:42]([O:41][C:38](=[O:40])[CH3:39])[C@@H:43]([C:55]2[N:56]=[N:57][N:58]([CH2:60][CH3:61])[N:59]=2)[O:44][C@H:45]1[N:14]1[CH:13]=[N:12][C:11]2[C:15]1=[N:16][C:17]([CH2:19][NH:20][C:21]([NH:23][CH2:24][CH2:25][N:26]1[CH2:31][CH2:30][CH2:29][CH2:28][CH2:27]1)=[O:22])=[N:18][C:10]=2[NH:9][CH2:8][CH:7]([C:1]1[CH:2]=[CH:3][CH:4]=[CH:5][CH:6]=1)[C:32]1[CH:37]=[CH:36][CH:35]=[CH:34][CH:33]=1)(=[O:50])[CH3:49]. (4) Given the reactants [O:1]1[C:5]2[CH:6]=[CH:7][CH:8]=[CH:9][C:4]=2[N:3]=[C:2]1[CH:10]([OH:39])[C@@H:11]([NH:15][C:16](=[O:38])[CH:17]([CH2:27][C:28]1([CH2:31][C:32]2[CH:37]=[CH:36][CH:35]=[CH:34][CH:33]=2)[CH2:30][CH2:29]1)[CH2:18][C:19]([N:21]1[CH2:26][CH2:25][O:24][CH2:23][CH2:22]1)=[O:20])[CH2:12][CH2:13][CH3:14].CC(OI1(OC(C)=O)(OC(C)=O)OC(=O)C2C=CC=CC1=2)=O, predict the reaction product. The product is: [O:1]1[C:5]2[CH:6]=[CH:7][CH:8]=[CH:9][C:4]=2[N:3]=[C:2]1[C:10]([C@@H:11]([NH:15][C:16](=[O:38])[CH:17]([CH2:27][C:28]1([CH2:31][C:32]2[CH:37]=[CH:36][CH:35]=[CH:34][CH:33]=2)[CH2:30][CH2:29]1)[CH2:18][C:19]([N:21]1[CH2:22][CH2:23][O:24][CH2:25][CH2:26]1)=[O:20])[CH2:12][CH2:13][CH3:14])=[O:39].